Dataset: Peptide-MHC class II binding affinity with 134,281 pairs from IEDB. Task: Regression. Given a peptide amino acid sequence and an MHC pseudo amino acid sequence, predict their binding affinity value. This is MHC class II binding data. (1) The peptide sequence is AFVATTNPWASQEG. The MHC is DRB1_1101 with pseudo-sequence DRB1_1101. The binding affinity (normalized) is 0.340. (2) The peptide sequence is EAMEVASQARQMVQAMRAIG. The MHC is DRB1_0403 with pseudo-sequence DRB1_0403. The binding affinity (normalized) is 0.313.